From a dataset of NCI-60 drug combinations with 297,098 pairs across 59 cell lines. Regression. Given two drug SMILES strings and cell line genomic features, predict the synergy score measuring deviation from expected non-interaction effect. Drug 1: C(CCl)NC(=O)N(CCCl)N=O. Drug 2: B(C(CC(C)C)NC(=O)C(CC1=CC=CC=C1)NC(=O)C2=NC=CN=C2)(O)O. Cell line: OVCAR-8. Synergy scores: CSS=5.22, Synergy_ZIP=0.761, Synergy_Bliss=0.717, Synergy_Loewe=-56.2, Synergy_HSA=-1.47.